From a dataset of Reaction yield outcomes from USPTO patents with 853,638 reactions. Predict the reaction yield, written as a fraction of the theoretical maximum amount of product (1.0 means a 100% yield; for example, 0.34 means a 34% yield). (1) The catalyst is O1CCCC1. The reactants are [OH:1][C:2]1[CH:7]=[CH:6][C:5]([C:8]2[N:17]=[CH:16][C:15]3[CH2:14][CH2:13][C@H:12]4[C@H:18]([CH3:25])[C:19](=[O:24])[CH:20]([C:22]#[N:23])[CH2:21][C@:11]4([C:26]4[CH:31]=[CH:30][CH:29]=[CH:28][CH:27]=4)[C:10]=3[N:9]=2)=[CH:4][CH:3]=1.ClC1C(=O)C(C#N)=C(C#N)C(=O)C=1Cl. The product is [OH:1][C:2]1[CH:7]=[CH:6][C:5]([C:8]2[N:17]=[CH:16][C:15]3[CH2:14][CH2:13][C@H:12]4[C@H:18]([CH3:25])[C:19](=[O:24])[C:20]([C:22]#[N:23])=[CH:21][C@:11]4([C:26]4[CH:27]=[CH:28][CH:29]=[CH:30][CH:31]=4)[C:10]=3[N:9]=2)=[CH:4][CH:3]=1. The yield is 0.470. (2) The reactants are [OH:1][C:2]1[CH:7]=[CH:6][C:5]([C:8]2[CH:13]=[CH:12][C:11]([C:14]#N)=[C:10]([CH3:16])[CH:9]=2)=[CH:4][CH:3]=1.[H-].C([Al+]CC(C)C)C(C)C.C[OH:28].Cl. The catalyst is C1(C)C=CC=CC=1.O. The product is [OH:1][C:2]1[CH:7]=[CH:6][C:5]([C:8]2[CH:13]=[CH:12][C:11]([CH:14]=[O:28])=[C:10]([CH3:16])[CH:9]=2)=[CH:4][CH:3]=1. The yield is 0.910. (3) The reactants are C([N:8](CC1C=CC=CC=1)[C:9]1[CH:14]=[CH:13][C:12]([C:15]([F:18])([F:17])[F:16])=[C:11]([O:19][CH3:20])[N:10]=1)C1C=CC=CC=1. The catalyst is CO.CC(O)=O.[OH-].[Pd+2].[OH-]. The product is [CH3:20][O:19][C:11]1[N:10]=[C:9]([NH2:8])[CH:14]=[CH:13][C:12]=1[C:15]([F:18])([F:16])[F:17]. The yield is 0.900. (4) The yield is 0.140. The reactants are [Cl:1][C:2]1[C:10]2[C:5](=[CH:6][C:7]([S:11]([N:14]3[CH2:19][C:18](=[O:20])[N:17]([CH2:21][CH:22]4[CH2:27][CH2:26][N:25]([C:28]5[CH:33]=[CH:32][C:31](=[O:34])[N:30]([CH3:35])[N:29]=5)[CH2:24][CH2:23]4)[CH:16]([C:36](O)=[O:37])[CH2:15]3)(=[O:13])=[O:12])=[CH:8][CH:9]=2)[NH:4][CH:3]=1.F[P-](F)(F)(F)(F)F.N1(OC(N(C)C)=[N+](C)C)[C:50]2[N:51]=[CH:52]C=CC=2N=N1.Cl.CNC.C(N(CC)C(C)C)(C)C.F[P-](F)(F)(F)(F)F.N1(O[P+](N2CCCC2)(N2CCCC2)N2CCCC2)C2C=CC=CC=2N=N1. The catalyst is CN(C)C=O.C(OCC)(=O)C. The product is [CH3:50][N:51]([CH3:52])[C:36]([CH:16]1[CH2:15][N:14]([S:11]([C:7]2[CH:6]=[C:5]3[C:10]([C:2]([Cl:1])=[CH:3][NH:4]3)=[CH:9][CH:8]=2)(=[O:13])=[O:12])[CH2:19][C:18](=[O:20])[N:17]1[CH2:21][CH:22]1[CH2:27][CH2:26][N:25]([C:28]2[CH:33]=[CH:32][C:31](=[O:34])[N:30]([CH3:35])[N:29]=2)[CH2:24][CH2:23]1)=[O:37].